Dataset: Forward reaction prediction with 1.9M reactions from USPTO patents (1976-2016). Task: Predict the product of the given reaction. (1) Given the reactants [C:1](Cl)(=[O:3])[CH3:2].[O:5]1[C:9]2[CH:10]=[CH:11][CH:12]=[CH:13][C:8]=2[CH2:7][CH2:6]1.[Cl-].[Al+3].[Cl-].[Cl-].Cl, predict the reaction product. The product is: [O:5]1[C:9]2[CH:10]=[CH:11][C:12]([C:1](=[O:3])[CH3:2])=[CH:13][C:8]=2[CH2:7][CH2:6]1. (2) Given the reactants [Cl:1][C:2]1[CH:3]=[C:4]([C:9]2([CH2:23][O:24]C3C=CC(OC)=CC=3)[CH2:15][N:14]([C:16]([O:18][C:19]([CH3:22])([CH3:21])[CH3:20])=[O:17])[CH2:13][CH2:12][CH2:11][O:10]2)[CH:5]=[CH:6][C:7]=1[Cl:8], predict the reaction product. The product is: [Cl:1][C:2]1[CH:3]=[C:4]([C:9]2([CH2:23][OH:24])[CH2:15][N:14]([C:16]([O:18][C:19]([CH3:20])([CH3:21])[CH3:22])=[O:17])[CH2:13][CH2:12][CH2:11][O:10]2)[CH:5]=[CH:6][C:7]=1[Cl:8].